Dataset: Reaction yield outcomes from USPTO patents with 853,638 reactions. Task: Predict the reaction yield, written as a fraction of the theoretical maximum amount of product (1.0 means a 100% yield; for example, 0.34 means a 34% yield). (1) The catalyst is O1CCOCC1.O.C1C=CC([P]([Pd]([P](C2C=CC=CC=2)(C2C=CC=CC=2)C2C=CC=CC=2)([P](C2C=CC=CC=2)(C2C=CC=CC=2)C2C=CC=CC=2)[P](C2C=CC=CC=2)(C2C=CC=CC=2)C2C=CC=CC=2)(C2C=CC=CC=2)C2C=CC=CC=2)=CC=1. The yield is 0.458. The product is [OH:23][C:12]1[C:11]([CH:24]([CH3:26])[CH3:25])=[N:10][N:9]([CH2:8][C:3]2[CH:4]=[CH:5][CH:6]=[CH:7][C:2]=2[C:32]2[CH:33]=[CH:34][C:29]([C:28]([F:39])([F:38])[F:27])=[CH:30][CH:31]=2)[C:14](=[O:15])[C:13]=1[C:16]([NH:18][CH2:19][C:20]([OH:22])=[O:21])=[O:17]. The reactants are Br[C:2]1[CH:7]=[CH:6][CH:5]=[CH:4][C:3]=1[CH2:8][N:9]1[C:14](=[O:15])[C:13]([C:16]([NH:18][CH2:19][C:20]([OH:22])=[O:21])=[O:17])=[C:12]([OH:23])[C:11]([CH:24]([CH3:26])[CH3:25])=[N:10]1.[F:27][C:28]([F:39])([F:38])[C:29]1[CH:34]=[CH:33][C:32](B(O)O)=[CH:31][CH:30]=1.C(=O)([O-])[O-].[K+].[K+].Cl. (2) The reactants are [H-].[H-].[H-].[H-].[Li+].[Al+3].[NH2:7][C:8]1[CH:9]=[CH:10][C:11]2[N:16]([CH2:17][CH2:18][CH:19]3[CH2:23][CH2:22][CH2:21][N:20]3[CH3:24])[C:15](=O)[CH2:14][O:13][C:12]=2[CH:26]=1. The catalyst is C1COCC1. The product is [CH3:24][N:20]1[CH2:21][CH2:22][CH2:23][CH:19]1[CH2:18][CH2:17][N:16]1[CH2:15][CH2:14][O:13][C:12]2[CH:26]=[C:8]([NH2:7])[CH:9]=[CH:10][C:11]1=2. The yield is 0.840. (3) The reactants are CCCP1(OP(CCC)(=O)OP(CCC)(=O)O1)=O.[C:19]1([C:25]2[N:26]=[C:27]3[N:32]=[C:31]([NH2:33])[CH:30]=[CH:29][N:28]3[CH:34]=2)[CH:24]=[CH:23][CH:22]=[CH:21][CH:20]=1.[CH2:35]([O:37][C:38]([C:40]1[C:44]([C:45](O)=[O:46])=[CH:43][N:42]([CH3:48])[N:41]=1)=[O:39])[CH3:36].C(C(N(C(C)C)C(C)C)C)C. The catalyst is C(OCC)(=O)C. The product is [CH2:35]([O:37][C:38]([C:40]1[C:44]([C:45](=[O:46])[NH:33][C:31]2[CH:30]=[CH:29][N:28]3[CH:34]=[C:25]([C:19]4[CH:20]=[CH:21][CH:22]=[CH:23][CH:24]=4)[N:26]=[C:27]3[N:32]=2)=[CH:43][N:42]([CH3:48])[N:41]=1)=[O:39])[CH3:36]. The yield is 0.290. (4) The reactants are Cl[S:2]([C:5]1[CH:6]=[C:7]2[C:11](=[CH:12][CH:13]=1)[NH:10][C:9](=[O:14])[CH2:8]2)(=[O:4])=[O:3].[Cl:15][C:16]1[CH:17]=[C:18]([CH:20]=[CH:21][CH:22]=1)[NH2:19].N1C=CC=CC=1. The catalyst is ClCCl. The product is [Cl:15][C:16]1[CH:17]=[C:18]([NH:19][S:2]([C:5]2[CH:6]=[C:7]3[C:11](=[CH:12][CH:13]=2)[NH:10][C:9](=[O:14])[CH2:8]3)(=[O:4])=[O:3])[CH:20]=[CH:21][CH:22]=1. The yield is 0.740.